This data is from Reaction yield outcomes from USPTO patents with 853,638 reactions. The task is: Predict the reaction yield, written as a fraction of the theoretical maximum amount of product (1.0 means a 100% yield; for example, 0.34 means a 34% yield). (1) The reactants are [OH-].[Na+].[C:3]([O:7][C:8](=[O:17])[NH:9][C:10]1([C:14](=O)[CH3:15])[CH2:13][CH2:12][CH2:11]1)([CH3:6])([CH3:5])[CH3:4].[I:18][C:19]1[CH:20]=[C:21]([CH:26]=O)[C:22]([NH2:25])=[N:23][CH:24]=1. The catalyst is CCO. The product is [C:3]([O:7][C:8](=[O:17])[NH:9][C:10]1([C:14]2[CH:15]=[CH:26][C:21]3[C:22](=[N:23][CH:24]=[C:19]([I:18])[CH:20]=3)[N:25]=2)[CH2:13][CH2:12][CH2:11]1)([CH3:6])([CH3:5])[CH3:4]. The yield is 0.840. (2) The yield is 0.780. The reactants are [C:1]([O:5][C:6](=[O:9])[NH:7][NH2:8])([CH3:4])([CH3:3])[CH3:2].[CH3:10][N:11]([CH3:20])[C:12]1[CH:19]=[CH:18][C:15]([CH:16]=O)=[CH:14][CH:13]=1. The catalyst is C(O)C.[Pd]. The product is [C:1]([O:5][C:6]([NH:7][NH:8][CH2:16][C:15]1[CH:18]=[CH:19][C:12]([N:11]([CH3:20])[CH3:10])=[CH:13][CH:14]=1)=[O:9])([CH3:4])([CH3:3])[CH3:2]. (3) The reactants are [O:1]([C:8]1[CH:13]=[CH:12][C:11]([OH:14])=[CH:10][CH:9]=1)[C:2]1[CH:7]=[CH:6][CH:5]=[CH:4][CH:3]=1.S(Cl)([Cl:18])(=O)=O. The catalyst is C(NCC(C)C)C(C)C.C1(C)C=CC=CC=1. The product is [Cl:18][C:10]1[CH:9]=[C:8]([O:1][C:2]2[CH:7]=[CH:6][CH:5]=[CH:4][CH:3]=2)[CH:13]=[CH:12][C:11]=1[OH:14]. The yield is 0.970. (4) The reactants are Cl[C:2]1[N:7]=[CH:6][N:5]([C:8]2[CH:13]=[CH:12][C:11]([O:14][CH2:15][C:16]([OH:19])([CH3:18])[CH3:17])=[C:10]([O:20][CH3:21])[CH:9]=2)[C:4](=[O:22])[CH:3]=1.[F:23][C:24]1[CH:29]=[CH:28][C:27]([CH2:30][SH:31])=[CH:26][CH:25]=1.C(=O)([O-])[O-].[K+].[K+]. The catalyst is C1COCC1.C(Cl)Cl. The product is [F:23][C:24]1[CH:29]=[CH:28][C:27]([CH2:30][S:31][C:2]2[N:7]=[CH:6][N:5]([C:8]3[CH:13]=[CH:12][C:11]([O:14][CH2:15][C:16]([OH:19])([CH3:18])[CH3:17])=[C:10]([O:20][CH3:21])[CH:9]=3)[C:4](=[O:22])[CH:3]=2)=[CH:26][CH:25]=1. The yield is 0.618. (5) The reactants are [H-].[Na+].[C:3]([Si:7]([CH3:23])([CH3:22])[O:8][C:9]1[CH:19]=[CH:18][C:12]([O:13][CH2:14][CH:15]([OH:17])[CH3:16])=[CH:11][C:10]=1[O:20][CH3:21])([CH3:6])([CH3:5])[CH3:4].[CH2:24]([N:32]=[C:33]=[S:34])[CH2:25][C:26]1[CH:31]=[CH:30][CH:29]=[CH:28][CH:27]=1. The catalyst is C1COCC1. The product is [C:3]([Si:7]([CH3:23])([CH3:22])[O:8][C:9]1[CH:19]=[CH:18][C:12]([O:13][CH2:14][CH:15]([O:17][C:33](=[S:34])[NH:32][CH2:24][CH2:25][C:26]2[CH:31]=[CH:30][CH:29]=[CH:28][CH:27]=2)[CH3:16])=[CH:11][C:10]=1[O:20][CH3:21])([CH3:6])([CH3:5])[CH3:4]. The yield is 0.812. (6) The reactants are [CH3:1][O:2][C:3]([C:5]1[C:6]([OH:14])=[N:7][S:8][C:9]=1[S:10]([CH3:13])(=[O:12])=[O:11])=[O:4].C(=O)([O-])[O-].[K+].[K+].[Br:21][C:22]1[CH:39]=[C:38]([F:40])[C:25]([CH2:26]OS(C2C=CC(C)=CC=2)(=O)=O)=[C:24]([F:41])[CH:23]=1.ClCCl.ClCCl. The catalyst is CS(C)=O.CCOC(C)=O.O. The product is [CH3:1][O:2][C:3]([C:5]1[C:6]([O:14][CH2:26][C:25]2[C:38]([F:40])=[CH:39][C:22]([Br:21])=[CH:23][C:24]=2[F:41])=[N:7][S:8][C:9]=1[S:10]([CH3:13])(=[O:12])=[O:11])=[O:4]. The yield is 0.700. (7) The reactants are [CH3:1][CH:2]([O:7][C:8]1[CH:9]=[CH:10][C:11]2[CH2:12][N:13](C(OC(C)(C)C)=O)[CH2:14][CH2:15][O:16][C:17]=2[N:18]=1)[C:3]([CH3:6])([CH3:5])[CH3:4].[ClH:26].C(OCC)(=O)C. No catalyst specified. The product is [ClH:26].[CH3:1][CH:2]([O:7][C:8]1[CH:9]=[CH:10][C:11]2[CH2:12][NH:13][CH2:14][CH2:15][O:16][C:17]=2[N:18]=1)[C:3]([CH3:6])([CH3:5])[CH3:4]. The yield is 0.930. (8) The reactants are [NH2:1][C:2]1[CH:7]=[CH:6][C:5]([C:8]([CH3:12])([CH3:11])[C:9]#[N:10])=[C:4]([C:13]2[CH:14]=[N:15][N:16]([CH3:18])[CH:17]=2)[CH:3]=1.[CH3:19][O:20][C:21]1[CH:22]=[C:23]([CH:27]=[CH:28][C:29]=1[O:30][CH3:31])[C:24](Cl)=[O:25]. The catalyst is C(Cl)Cl. The product is [C:9]([C:8]([CH3:11])([CH3:12])[C:5]1[CH:6]=[CH:7][C:2]([NH:1][C:24](=[O:25])[C:23]2[CH:27]=[CH:28][C:29]([O:30][CH3:31])=[C:21]([O:20][CH3:19])[CH:22]=2)=[CH:3][C:4]=1[C:13]1[CH:14]=[N:15][N:16]([CH3:18])[CH:17]=1)#[N:10]. The yield is 0.350. (9) The catalyst is C1COCC1. The reactants are [C:1]([O:5][C:6]([NH:8][CH2:9][C:10]1[CH:19]=[CH:18][CH:17]=[CH:16][C:11]=1[C:12]([O:14]C)=[O:13])=[O:7])([CH3:4])([CH3:3])[CH3:2].[OH-].[Na+].Cl. The product is [C:1]([O:5][C:6]([NH:8][CH2:9][C:10]1[CH:19]=[CH:18][CH:17]=[CH:16][C:11]=1[C:12]([OH:14])=[O:13])=[O:7])([CH3:4])([CH3:2])[CH3:3]. The yield is 0.980.